This data is from Full USPTO retrosynthesis dataset with 1.9M reactions from patents (1976-2016). The task is: Predict the reactants needed to synthesize the given product. Given the product [Cl:8][C:9]1[CH:10]=[CH:11][C:12](/[C:15](/[C:32]2[CH:33]=[CH:34][C:35]([C:7]#[C:6][CH2:5][NH:4][CH:1]3[CH2:3][CH2:2]3)=[CH:36][CH:37]=2)=[CH:16]/[CH2:17][O:18][C:19]2[CH:30]=[CH:29][C:22]([O:23][CH2:24][C:25]([O:27][CH3:28])=[O:26])=[C:21]([CH3:31])[CH:20]=2)=[CH:13][CH:14]=1, predict the reactants needed to synthesize it. The reactants are: [CH:1]1([NH:4][CH2:5][C:6]#[CH:7])[CH2:3][CH2:2]1.[Cl:8][C:9]1[CH:14]=[CH:13][C:12](/[C:15](/[C:32]2[CH:37]=[CH:36][C:35](I)=[CH:34][CH:33]=2)=[CH:16]/[CH2:17][O:18][C:19]2[CH:30]=[CH:29][C:22]([O:23][CH2:24][C:25]([O:27][CH3:28])=[O:26])=[C:21]([CH3:31])[CH:20]=2)=[CH:11][CH:10]=1.